This data is from Full USPTO retrosynthesis dataset with 1.9M reactions from patents (1976-2016). The task is: Predict the reactants needed to synthesize the given product. (1) Given the product [NH2:9][C:10]1[C:19]2[N:20]=[C:21]([CH2:28][O:29][CH2:30][CH3:31])[N:22]([CH2:23][CH2:24][CH2:25][CH2:26][NH:27][C:5]([NH:4][CH:1]([CH3:3])[CH3:2])=[O:6])[C:18]=2[C:17]2[CH:16]=[CH:15][C:14]([O:32][CH2:33][CH2:34][CH2:35][N:36]3[CH2:40][CH2:39][CH2:38][C:37]3=[O:41])=[CH:13][C:12]=2[N:11]=1, predict the reactants needed to synthesize it. The reactants are: [CH:1]([N:4]=[C:5]=[O:6])([CH3:3])[CH3:2].Cl.Cl.[NH2:9][C:10]1[C:19]2[N:20]=[C:21]([CH2:28][O:29][CH2:30][CH3:31])[N:22]([CH2:23][CH2:24][CH2:25][CH2:26][NH2:27])[C:18]=2[C:17]2[CH:16]=[CH:15][C:14]([O:32][CH2:33][CH2:34][CH2:35][N:36]3[CH2:40][CH2:39][CH2:38][C:37]3=[O:41])=[CH:13][C:12]=2[N:11]=1.C(N(CC)CC)C. (2) Given the product [CH3:1][C:2]1[CH:10]=[CH:9][C:5]([C:6]([NH:43][C:38]2[S:55][CH:56]=[N:45][N:37]=2)=[O:7])=[CH:4][C:3]=1[B:11]1[O:15][C:14]([CH3:17])([CH3:16])[C:13]([CH3:19])([CH3:18])[O:12]1, predict the reactants needed to synthesize it. The reactants are: [CH3:1][C:2]1[CH:10]=[CH:9][C:5]([C:6](O)=[O:7])=[CH:4][C:3]=1[B:11]1[O:15][C:14]([CH3:17])([CH3:16])[C:13]([CH3:19])([CH3:18])[O:12]1.CCN(C(C)C)C(C)C.CN(C(O[N:37]1[N:45]=NC2C=CC=[N:43][C:38]1=2)=[N+](C)C)C.F[P-](F)(F)(F)(F)F.NN1NC=[CH:56][S:55]1. (3) The reactants are: Br[CH2:2][C:3]1[CH:8]=[C:7]([C:9]([F:12])([F:11])[F:10])[CH:6]=[C:5]([C:13]([F:16])([F:15])[F:14])[CH:4]=1.[Cl:17][C:18]1[CH:23]=[CH:22][C:21]([C:24]2([C:28]([N:30]3[CH2:35][CH2:34][CH2:33][CH:32]([OH:36])[CH2:31]3)=O)[CH2:27][CH2:26][CH2:25]2)=[CH:20][CH:19]=1.CCOCC.[H-].[Al+3].[Li+].[H-].[H-].[H-]. Given the product [F:14][C:13]([F:16])([F:15])[C:5]1[CH:4]=[C:3]([CH:8]=[C:7]([C:9]([F:12])([F:11])[F:10])[CH:6]=1)[CH2:2][O:36][CH:32]1[CH2:33][CH2:34][CH2:35][N:30]([CH2:28][C:24]2([C:21]3[CH:22]=[CH:23][C:18]([Cl:17])=[CH:19][CH:20]=3)[CH2:27][CH2:26][CH2:25]2)[CH2:31]1, predict the reactants needed to synthesize it. (4) The reactants are: Br[C:2]1[CH:10]=[CH:9][C:8]([O:11][CH3:12])=[CH:7][C:3]=1[C:4]([OH:6])=[O:5].C([Li])CCC.CCCCCC.[C:24](Cl)(=[O:31])[C:25]1[CH:30]=[CH:29][CH:28]=[CH:27][CH:26]=1. Given the product [C:24]([C:2]1[CH:10]=[CH:9][C:8]([O:11][CH3:12])=[CH:7][C:3]=1[C:4]([OH:6])=[O:5])(=[O:31])[C:25]1[CH:30]=[CH:29][CH:28]=[CH:27][CH:26]=1, predict the reactants needed to synthesize it. (5) Given the product [F:8][C:7]1[C:2]([NH:1][C:19]([NH:18][C:13]2[CH:14]=[CH:15][CH:16]=[CH:17][C:12]=2[O:11][CH3:10])=[O:20])=[N:3][C:4]([OH:9])=[N:5][CH:6]=1, predict the reactants needed to synthesize it. The reactants are: [NH2:1][C:2]1[C:7]([F:8])=[CH:6][N:5]=[C:4]([OH:9])[N:3]=1.[CH3:10][O:11][C:12]1[CH:17]=[CH:16][CH:15]=[CH:14][C:13]=1[N:18]=[C:19]=[O:20]. (6) Given the product [Cl-:3].[Na+:2].[NH2:4][CH2:5][CH2:6][NH:7][S:8]([C:11]1[C:12]2[CH:13]=[CH:14][N:15]=[C:16]([OH:21])[C:17]=2[CH:18]=[CH:19][CH:20]=1)(=[O:9])=[O:10], predict the reactants needed to synthesize it. The reactants are: [OH-].[Na+:2].[ClH:3].[NH2:4][CH2:5][CH2:6][NH:7][S:8]([C:11]1[C:12]2[CH:13]=[CH:14][N:15]=[C:16]([OH:21])[C:17]=2[CH:18]=[CH:19][CH:20]=1)(=[O:10])=[O:9].